Dataset: Forward reaction prediction with 1.9M reactions from USPTO patents (1976-2016). Task: Predict the product of the given reaction. Given the reactants I.[Cl:2][C:3]1[C:4]2[C:5]3[C:6](=[C:20]([CH3:23])[O:21][N:22]=3)[C:7](=[O:19])[N:8]([CH:13]3[CH2:18][CH2:17][CH2:16][NH:15][CH2:14]3)[C:9]=2[CH:10]=[CH:11][CH:12]=1.[N:24]1[CH:29]=[CH:28][CH:27]=[C:26]([CH2:30][CH2:31][C:32](O)=[O:33])[CH:25]=1.Cl.CN(C)CCCN=C=NCC.ON1C2N=CC=CC=2N=N1.C(N(CC)CC)C, predict the reaction product. The product is: [Cl:2][C:3]1[C:4]2[C:5]3[C:6](=[C:20]([CH3:23])[O:21][N:22]=3)[C:7](=[O:19])[N:8]([CH:13]3[CH2:18][CH2:17][CH2:16][N:15]([C:32](=[O:33])[CH2:31][CH2:30][C:26]4[CH:25]=[N:24][CH:29]=[CH:28][CH:27]=4)[CH2:14]3)[C:9]=2[CH:10]=[CH:11][CH:12]=1.